Dataset: Reaction yield outcomes from USPTO patents with 853,638 reactions. Task: Predict the reaction yield, written as a fraction of the theoretical maximum amount of product (1.0 means a 100% yield; for example, 0.34 means a 34% yield). (1) The reactants are [F:8][C:7]([F:10])([F:9])[C:6](O[C:6](=[O:11])[C:7]([F:10])([F:9])[F:8])=[O:11].[CH3:14][O:15][C:16]1[CH:21]=[CH:20][C:19]([CH2:22][CH2:23][NH2:24])=[CH:18][CH:17]=1.C(N(CC)CC)C. The catalyst is ClCCl. The product is [F:10][C:7]([F:8])([F:9])[C:6]([NH:24][CH2:23][CH2:22][C:19]1[CH:20]=[CH:21][C:16]([O:15][CH3:14])=[CH:17][CH:18]=1)=[O:11]. The yield is 0.470. (2) The reactants are C([Li])CCCCC.I[C:9]1[CH:14]=[CH:13][CH:12]=[CH:11][C:10]=1[C:15]1[C:20]([CH:21]([CH3:23])[CH3:22])=[CH:19][C:18]([CH:24]([CH3:26])[CH3:25])=[CH:17][C:16]=1[CH:27]([CH3:29])[CH3:28].[P:30](Cl)([O:34]CC)[O:31][CH2:32][CH3:33].Cl. The catalyst is C1COCC1. The product is [CH:21]([C:20]1[CH:19]=[C:18]([CH:24]([CH3:25])[CH3:26])[CH:17]=[C:16]([CH:27]([CH3:29])[CH3:28])[C:15]=1[C:10]1[CH:11]=[CH:12][CH:13]=[CH:14][C:9]=1[PH:30](=[O:34])[O:31][CH2:32][CH3:33])([CH3:22])[CH3:23]. The yield is 0.940. (3) No catalyst specified. The yield is 0.630. The reactants are C([N:8]1[CH2:17][CH:16]([CH3:18])[C:15]2[N:14]=[C:13]([Cl:19])[CH:12]=[CH:11][C:10]=2[CH2:9]1)C1C=CC=CC=1.[CH:20]1(B(O)O)[CH2:22][CH2:21]1. The product is [ClH:19].[CH:20]1([C:13]2[CH:12]=[CH:11][C:10]3[CH2:9][NH:8][CH2:17][CH:16]([CH3:18])[C:15]=3[N:14]=2)[CH2:22][CH2:21]1.